Predict the product of the given reaction. From a dataset of Forward reaction prediction with 1.9M reactions from USPTO patents (1976-2016). (1) Given the reactants [Cl:1][C:2]1[N:3]=[C:4]([N:19]2[CH2:24][CH2:23][O:22][CH2:21][CH2:20]2)[C:5]2[S:10][C:9]([CH2:11][N:12]3[CH2:17][CH2:16][NH:15][CH2:14][CH2:13]3)=[C:8]([CH3:18])[C:6]=2[N:7]=1.C(N(CC)CC)C.[C:32]1([S:38](Cl)(=[O:40])=[O:39])[CH:37]=[CH:36][CH:35]=[CH:34][CH:33]=1, predict the reaction product. The product is: [Cl:1][C:2]1[N:3]=[C:4]([N:19]2[CH2:24][CH2:23][O:22][CH2:21][CH2:20]2)[C:5]2[S:10][C:9]([CH2:11][N:12]3[CH2:17][CH2:16][N:15]([S:38]([C:32]4[CH:37]=[CH:36][CH:35]=[CH:34][CH:33]=4)(=[O:40])=[O:39])[CH2:14][CH2:13]3)=[C:8]([CH3:18])[C:6]=2[N:7]=1. (2) Given the reactants [Cl:1][C:2]1[CH:7]=[CH:6][C:5]([NH:8]C(=O)C(F)(F)F)=[C:4]([C:15]2[N:16]=[CH:17][N:18]([C@@H:22]3[C:38]4[CH:39]=[C:34]([CH:35]=[CH:36][N:37]=4)[C:33]4[N:32]([CH3:40])[N:31]=[CH:30][C:29]=4[NH:28][C:27](=[O:41])[C@H:26]([CH3:42])[CH2:25][CH2:24][CH2:23]3)[C:19](=[O:21])[CH:20]=2)[CH:3]=1.Cl, predict the reaction product. The product is: [ClH:1].[NH2:8][C:5]1[CH:6]=[CH:7][C:2]([Cl:1])=[CH:3][C:4]=1[C:15]1[N:16]=[CH:17][N:18]([C@@H:22]2[C:38]3[CH:39]=[C:34]([CH:35]=[CH:36][N:37]=3)[C:33]3[N:32]([CH3:40])[N:31]=[CH:30][C:29]=3[NH:28][C:27](=[O:41])[C@H:26]([CH3:42])[CH2:25][CH2:24][CH2:23]2)[C:19](=[O:21])[CH:20]=1.